This data is from Forward reaction prediction with 1.9M reactions from USPTO patents (1976-2016). The task is: Predict the product of the given reaction. (1) Given the reactants [CH:1]1([NH:7][C:8]2[CH:17]=[C:16]3[C:11]([C:12](=[O:25])[C:13]([CH2:23][OH:24])=[CH:14][N:15]3[CH:18]3[CH2:22][CH2:21][CH2:20][CH2:19]3)=[CH:10][C:9]=2[F:26])[CH2:6][CH2:5][CH2:4][CH2:3][CH2:2]1, predict the reaction product. The product is: [CH:1]1([NH:7][C:8]2[CH:17]=[C:16]3[C:11]([C:12](=[O:25])[C:13]([CH:23]=[O:24])=[CH:14][N:15]3[CH:18]3[CH2:22][CH2:21][CH2:20][CH2:19]3)=[CH:10][C:9]=2[F:26])[CH2:2][CH2:3][CH2:4][CH2:5][CH2:6]1. (2) The product is: [CH2:1]([O:8][C:9]1[CH:10]=[C:11]2[C:15](=[CH:16][CH:17]=1)[N:14]([CH2:18][C:24](=[O:25])[NH2:26])[C:13]([NH2:19])=[C:12]2[C:20]#[N:21])[C:2]1[CH:7]=[CH:6][CH:5]=[CH:4][CH:3]=1.[CH2:1]([O:8][C:9]1[CH:10]=[C:11]2[C:15](=[CH:16][CH:17]=1)[NH:14][C:13]([NH2:19])=[C:12]2[C:20]#[N:21])[C:2]1[CH:7]=[CH:6][CH:5]=[CH:4][CH:3]=1. Given the reactants [CH2:1]([O:8][C:9]1[CH:10]=[C:11]2[C:15](=[CH:16][CH:17]=1)[N:14]([CH3:18])[C:13]([NH2:19])=[C:12]2[C:20]#[N:21])[C:2]1[CH:7]=[CH:6][CH:5]=[CH:4][CH:3]=1.IC[C:24]([NH2:26])=[O:25], predict the reaction product. (3) Given the reactants [NH2:1][CH2:2][C@@H:3]([OH:20])[CH2:4][N:5]1[CH2:10][CH2:9][CH:8]([O:11][C:12]2[CH:17]=[CH:16][C:15]([Cl:18])=[C:14]([Cl:19])[CH:13]=2)[CH2:7][CH2:6]1.[O:21]=[C:22]1[C:31]2[C:26](=[CH:27][CH:28]=[CH:29][CH:30]=2)[C:25]([S:32](Cl)(=[O:34])=[O:33])=[CH:24][NH:23]1.S(Cl)(Cl)(=O)=O, predict the reaction product. The product is: [C:12]([OH:21])(=[O:11])[CH3:17].[Cl:19][C:14]1[CH:13]=[C:12]([CH:17]=[CH:16][C:15]=1[Cl:18])[O:11][CH:8]1[CH2:9][CH2:10][N:5]([CH2:4][C@H:3]([OH:20])[CH2:2][NH:1][S:32]([C:25]2[C:26]3[C:31](=[CH:30][CH:29]=[CH:28][CH:27]=3)[C:22](=[O:21])[NH:23][CH:24]=2)(=[O:33])=[O:34])[CH2:6][CH2:7]1. (4) Given the reactants [CH2:1]([O:3][C:4]([C:6]1[C:7]([OH:25])=[C:8]2[C:14](Br)=[C:13](Br)[N:12]([CH2:17][C:18]3[CH:23]=[CH:22][CH:21]=[C:20]([F:24])[CH:19]=3)[C:9]2=[CH:10][N:11]=1)=[O:5])[CH3:2].C([O-])=O.[NH4+], predict the reaction product. The product is: [CH2:1]([O:3][C:4]([C:6]1[C:7]([OH:25])=[C:8]2[CH:14]=[CH:13][N:12]([CH2:17][C:18]3[CH:23]=[CH:22][CH:21]=[C:20]([F:24])[CH:19]=3)[C:9]2=[CH:10][N:11]=1)=[O:5])[CH3:2]. (5) Given the reactants [H-].[Na+].[F:3][C:4]1[CH:9]=[CH:8][C:7]([C@@H:10]([OH:28])[CH2:11][CH2:12][CH2:13][C:14]([N:16]2[C@@H:20]([C:21]3[CH:26]=[CH:25][CH:24]=[CH:23][CH:22]=3)[CH2:19][O:18][C:17]2=[O:27])=[O:15])=[CH:6][CH:5]=1.CN(C)C=O.[CH2:34](Br)[C:35]1[CH:40]=[CH:39][CH:38]=[CH:37][CH:36]=1, predict the reaction product. The product is: [CH2:34]([O:28][C@H:10]([C:7]1[CH:8]=[CH:9][C:4]([F:3])=[CH:5][CH:6]=1)[CH2:11][CH2:12][CH2:13][C:14]([N:16]1[C@@H:20]([C:21]2[CH:22]=[CH:23][CH:24]=[CH:25][CH:26]=2)[CH2:19][O:18][C:17]1=[O:27])=[O:15])[C:35]1[CH:40]=[CH:39][CH:38]=[CH:37][CH:36]=1. (6) Given the reactants [Br:1][C:2]1[CH:7]=[CH:6][C:5]([C:8](=O)[CH3:9])=[C:4]([Cl:11])[CH:3]=1.[NH3:12].[BH4-].[Na+].O, predict the reaction product. The product is: [Br:1][C:2]1[CH:7]=[CH:6][C:5]([CH:8]([NH2:12])[CH3:9])=[C:4]([Cl:11])[CH:3]=1. (7) Given the reactants [CH:1]1([C:5](Cl)=[O:6])[CH2:4][CH2:3][CH2:2]1.[NH2:8][CH2:9][C:10]([O:12][CH2:13][CH3:14])=[O:11].C(N(CC)CC)C, predict the reaction product. The product is: [CH:1]1([C:5]([NH:8][CH2:9][C:10]([O:12][CH2:13][CH3:14])=[O:11])=[O:6])[CH2:4][CH2:3][CH2:2]1.